Task: Predict the product of the given reaction.. Dataset: Forward reaction prediction with 1.9M reactions from USPTO patents (1976-2016) (1) Given the reactants [F:1][CH:2]([F:19])[C:3]1([C:12]2[CH:17]=[CH:16][CH:15]=[CH:14][C:13]=2[F:18])[NH:8][C:7](=S)[C:6]([CH3:11])([CH3:10])[O:5][CH2:4]1.CO.[NH3:22], predict the reaction product. The product is: [F:1][CH:2]([F:19])[C:3]1([C:12]2[CH:17]=[CH:16][CH:15]=[CH:14][C:13]=2[F:18])[CH2:4][O:5][C:6]([CH3:11])([CH3:10])[C:7]([NH2:22])=[N:8]1. (2) Given the reactants [CH3:1][O:2][C:3](=[O:13])[C:4]1[CH:9]=[C:8]([OH:10])[C:7]([I:11])=[C:6]([NH2:12])[CH:5]=1.[CH2:14](I)[CH3:15].CC(C)([O-])C.[Na+], predict the reaction product. The product is: [CH3:1][O:2][C:3](=[O:13])[C:4]1[CH:9]=[C:8]([O:10][CH2:14][CH3:15])[C:7]([I:11])=[C:6]([NH2:12])[CH:5]=1. (3) Given the reactants FC1C=CC([N:8]2[C:12]([C:13]([O:15][CH2:16][CH3:17])=[O:14])=[CH:11][N:10]=[C:9]2CCC2C(F)=CC=C(F)C=2F)=CC=1.FC1C=CC(N2C(C(OCC)=O)=CN=C2C#C[C:48]2[CH:53]=[CH:52][CH:51]=[CH:50][C:49]=2[C:54]([F:57])([F:56])[F:55])=CC=1, predict the reaction product. The product is: [F:55][C:54]([F:57])([F:56])[C:49]1[CH:50]=[CH:51][CH:52]=[CH:53][C:48]=1[CH2:17][CH2:16][O:15][C:13]([C:12]1[NH:8][CH:9]=[N:10][CH:11]=1)=[O:14]. (4) Given the reactants [OH:1][C:2]1[N:6]([C:7]2[N:12]=[CH:11][C:10]([S:13]([NH2:16])(=[O:15])=[O:14])=[CH:9][CH:8]=2)[N:5]=[C:4]([C:17]([F:20])([F:19])[F:18])[CH:3]=1.Br[CH2:22][CH2:23][OH:24].C(=O)([O-])[O-].[K+].[K+], predict the reaction product. The product is: [OH:24][CH2:23][CH2:22][O:1][C:2]1[N:6]([C:7]2[N:12]=[CH:11][C:10]([S:13]([NH2:16])(=[O:15])=[O:14])=[CH:9][CH:8]=2)[N:5]=[C:4]([C:17]([F:19])([F:18])[F:20])[CH:3]=1. (5) Given the reactants [CH3:1][O:2][C:3]1[CH:8]=[CH:7][C:6]([S:9](Cl)(=[O:11])=[O:10])=[CH:5][C:4]=1[NH:13][C:14](=[O:19])[C:15]([F:18])([F:17])[F:16].[Cl-].[Al+3].[Cl-].[Cl-].[Br:24][C:25]1[CH:30]=[CH:29][C:28]([O:31][CH3:32])=[CH:27][CH:26]=1, predict the reaction product. The product is: [Br:24][C:25]1[CH:26]=[CH:27][C:28]([O:31][CH3:32])=[C:29]([S:9]([C:6]2[CH:7]=[CH:8][C:3]([O:2][CH3:1])=[C:4]([NH:13][C:14](=[O:19])[C:15]([F:18])([F:17])[F:16])[CH:5]=2)(=[O:11])=[O:10])[CH:30]=1.